From a dataset of Forward reaction prediction with 1.9M reactions from USPTO patents (1976-2016). Predict the product of the given reaction. (1) Given the reactants [CH3:1][O:2][C:3]1[N:8]=[C:7]([O:9][CH3:10])[C:6]([NH2:11])=[CH:5][N:4]=1.C1N=CN([C:17](N2C=NC=C2)=[S:18])C=1.CCCCCC.C(OCC)(=O)C, predict the reaction product. The product is: [N:11]([C:6]1[C:7]([O:9][CH3:10])=[N:8][C:3]([O:2][CH3:1])=[N:4][CH:5]=1)=[C:17]=[S:18]. (2) Given the reactants [C:1](Cl)(=[O:5])[CH2:2][CH2:3][CH3:4].[N+:7]([C:10]1[CH:11]=[C:12]2[C:16](=[CH:17][CH:18]=1)[NH:15][N:14]=[C:13]2[NH2:19])([O-:9])=[O:8], predict the reaction product. The product is: [N+:7]([C:10]1[CH:11]=[C:12]2[C:16](=[CH:17][CH:18]=1)[NH:15][N:14]=[C:13]2[NH:19][C:1](=[O:5])[CH2:2][CH2:3][CH3:4])([O-:9])=[O:8]. (3) Given the reactants [Cl:1][C:2]1[C:3]([NH:25][C:26]2[CH:31]=[CH:30][CH:29]=[CH:28][C:27]=2[S:32]([N:35]([CH3:37])[CH3:36])(=[O:34])=[O:33])=[N:4][C:5]([NH:8][C:9]2[C:22]([O:23][CH3:24])=[CH:21][C:12]3[CH2:13][CH2:14][N:15]([CH2:18][CH2:19][OH:20])[CH2:16][CH2:17][C:11]=3[CH:10]=2)=[N:6][CH:7]=1.C(Cl)Cl.C(N(CC)CC)C.[C:48](Cl)(=[O:51])[CH2:49][CH3:50], predict the reaction product. The product is: [Cl:1][C:2]1[C:3]([NH:25][C:26]2[CH:31]=[CH:30][CH:29]=[CH:28][C:27]=2[S:32](=[O:34])(=[O:33])[N:35]([CH3:36])[CH3:37])=[N:4][C:5]([NH:8][C:9]2[C:22]([O:23][CH3:24])=[CH:21][C:12]3[CH2:13][CH2:14][N:15]([CH2:18][CH2:19][O:20][C:48](=[O:51])[CH2:49][CH3:50])[CH2:16][CH2:17][C:11]=3[CH:10]=2)=[N:6][CH:7]=1. (4) Given the reactants Cl[C:2]1[CH:3]=[CH:4][C:5]2[N:6]([C:8]([N+:11]([O-:13])=[O:12])=[CH:9][N:10]=2)[N:7]=1.[NH2:14][C@H:15]1[CH2:20][CH2:19][C@H:18]([OH:21])[CH2:17][CH2:16]1.O, predict the reaction product. The product is: [N+:11]([C:8]1[N:6]2[N:7]=[C:2]([NH:14][C@H:15]3[CH2:20][CH2:19][C@H:18]([OH:21])[CH2:17][CH2:16]3)[CH:3]=[CH:4][C:5]2=[N:10][CH:9]=1)([O-:13])=[O:12]. (5) Given the reactants Br[CH2:2][C:3]([C:5]1[CH:10]=[CH:9][C:8]([F:11])=[C:7]([C:12]([F:15])([F:14])[F:13])[CH:6]=1)=[O:4].[C:16]([O:20][C:21]([N:23]1[CH2:28][CH2:27][CH:26]([C:29]([OH:31])=[O:30])[CH:25]([CH3:32])[CH2:24]1)=[O:22])([CH3:19])([CH3:18])[CH3:17].C(=O)([O-])[O-].[Cs+].[Cs+], predict the reaction product. The product is: [F:11][C:8]1[CH:9]=[CH:10][C:5]([C:3](=[O:4])[CH2:2][O:31][C:29]([CH:26]2[CH2:27][CH2:28][N:23]([C:21]([O:20][C:16]([CH3:19])([CH3:18])[CH3:17])=[O:22])[CH2:24][CH:25]2[CH3:32])=[O:30])=[CH:6][C:7]=1[C:12]([F:15])([F:14])[F:13].